From a dataset of Catalyst prediction with 721,799 reactions and 888 catalyst types from USPTO. Predict which catalyst facilitates the given reaction. (1) Reactant: [CH3:1][N:2]1[C:7]2=[CH:8][N:9]([CH2:11][CH2:12][S:13][C:14]([C:27]3[CH:32]=[CH:31][CH:30]=[CH:29][CH:28]=3)([C:21]3[CH:26]=[CH:25][CH:24]=[CH:23][CH:22]=3)[C:15]3[CH:20]=[CH:19][CH:18]=[CH:17][CH:16]=3)[CH:10]=[C:6]2[C:5](=[O:33])[N:4]([CH3:34])[C:3]1=[O:35].[Li+].CC([N-]C(C)C)C.[B:44](OC(C)C)([O:49]C(C)C)[O:45]C(C)C. Product: [CH3:1][N:2]1[C:7]2=[CH:8][N:9]([CH2:11][CH2:12][S:13][C:14]([C:15]3[CH:20]=[CH:19][CH:18]=[CH:17][CH:16]=3)([C:21]3[CH:22]=[CH:23][CH:24]=[CH:25][CH:26]=3)[C:27]3[CH:32]=[CH:31][CH:30]=[CH:29][CH:28]=3)[C:10]([B:44]([OH:49])[OH:45])=[C:6]2[C:5](=[O:33])[N:4]([CH3:34])[C:3]1=[O:35]. The catalyst class is: 1. (2) Reactant: [Cl:1][C:2]1[N:3]=[CH:4][NH:5][C:6]=1[Cl:7].[OH-].[K+].C(#N)C.Br[CH2:14][CH:15]1[O:20][C:19]2[CH:21]=[CH:22][CH:23]=[CH:24][C:18]=2[O:17][CH2:16]1. Product: [O:20]1[C:19]2[CH:21]=[CH:22][CH:23]=[CH:24][C:18]=2[O:17][CH2:16][CH:15]1[CH2:14][N:3]1[C:2]([Cl:1])=[C:6]([Cl:7])[N:5]=[CH:4]1. The catalyst class is: 27. (3) Reactant: [NH2:1][C:2]1[S:3][C@:4]2([C:21](OC)=[O:22])[C@H:6]([C@:7]([C:10]3[CH:15]=[C:14]([N+:16]([O-])=O)[CH:13]=[C:12]([F:19])[C:11]=3[F:20])([CH3:9])[N:8]=1)[CH2:5]2.[BH4-].[Li+].CO. Product: [NH2:1][C:2]1[S:3][C@:4]2([CH2:21][OH:22])[C@H:6]([C@:7]([C:10]3[CH:15]=[C:14]([NH2:16])[CH:13]=[C:12]([F:19])[C:11]=3[F:20])([CH3:9])[N:8]=1)[CH2:5]2. The catalyst class is: 1. (4) Reactant: [F:1][C:2]([F:29])([F:28])[C:3]1[CH:4]=[C:5]([C@H:13]2[C@H:22]([C:23]([OH:25])=O)[C:21]3[C:16](=[CH:17][CH:18]=[CH:19][CH:20]=3)[C:15](=[O:26])[N:14]2[CH3:27])[CH:6]=[C:7]([C:9]([F:12])([F:11])[F:10])[CH:8]=1.CN(C(ON1N=NC2C=CC=NC1=2)=[N+](C)C)C.F[P-](F)(F)(F)(F)F.[NH2:54][C:55]1[N:60]=[C:59]([CH3:61])[CH:58]=[CH:57][N:56]=1.C(N(CC)C(C)C)(C)C. Product: [F:29][C:2]([F:28])([F:1])[C:3]1[CH:4]=[C:5]([C@H:13]2[C@H:22]([C:23]([NH:54][C:55]3[N:60]=[C:59]([CH3:61])[CH:58]=[CH:57][N:56]=3)=[O:25])[C:21]3[C:16](=[CH:17][CH:18]=[CH:19][CH:20]=3)[C:15](=[O:26])[N:14]2[CH3:27])[CH:6]=[C:7]([C:9]([F:12])([F:10])[F:11])[CH:8]=1. The catalyst class is: 9.